This data is from Cav3 T-type calcium channel HTS with 100,875 compounds. The task is: Binary Classification. Given a drug SMILES string, predict its activity (active/inactive) in a high-throughput screening assay against a specified biological target. (1) The drug is S(=O)(=O)(N1CCCC1)c1ccc(cc1)C(=O)NCc1cc(OC)ccc1. The result is 0 (inactive). (2) The molecule is Oc1c2c(C(=O)c3c(C2=O)cccc3)ccc1C(OC)=O. The result is 0 (inactive). (3) The drug is O(c1c(C(CCN(CC)CC)c2ccc(N(C)C)cc2)c(O)cc(OC)c1)C. The result is 0 (inactive). (4) The molecule is O=C(NC)C1C(C1)C(NC(OCc1ccccc1)=O)c1ccccc1. The result is 0 (inactive). (5) The drug is Fc1ccc(N\N=C(\C(=O)c2ccc([N+]([O-])=O)cc2)C(OCC)=O)cc1. The result is 0 (inactive). (6) The molecule is O=C1N(C(=O)C2C1C1CC2C=C1)CC(=O)Nc1cc(ccc1)C(=O)C. The result is 0 (inactive). (7) The drug is FC(F)(F)c1cc(C2NC(=O)N(C(C2C(OC)=O)C)Cc2ccccc2)ccc1. The result is 0 (inactive).